This data is from Full USPTO retrosynthesis dataset with 1.9M reactions from patents (1976-2016). The task is: Predict the reactants needed to synthesize the given product. (1) Given the product [OH:2][C:3]1[CH:8]=[C:7]([O:9][CH3:10])[CH:6]=[CH:5][C:4]=1[CH2:11][C:12]([NH:14][CH3:15])=[O:13].[OH:9][C:7]1[CH:6]=[CH:5][C:4]([CH2:11][C:12]([NH:14][CH3:15])=[O:13])=[C:3]([O:2][CH3:1])[CH:8]=1, predict the reactants needed to synthesize it. The reactants are: [CH3:1][O:2][C:3]1[CH:8]=[C:7]([O:9][CH3:10])[CH:6]=[CH:5][C:4]=1[CH2:11][C:12]([NH:14][CH3:15])=[O:13].B(Br)(Br)Br.CO. (2) Given the product [C:14]([C:15]1[S:17][CH:2]=[C:3]([C:5]2[CH:10]=[CH:9][N:8]=[C:7]([Cl:11])[N:6]=2)[N:16]=1)([CH3:19])([CH3:18])[CH3:12], predict the reactants needed to synthesize it. The reactants are: Br[CH2:2][C:3]([C:5]1[CH:10]=[CH:9][N:8]=[C:7]([Cl:11])[N:6]=1)=O.[CH2:12]([C:14]([CH2:19]C)([CH3:18])[C:15](=[S:17])[NH2:16])C. (3) Given the product [F:34][C:16]([F:33])([F:15])[C:17]1[CH:18]=[C:19]([CH:30]=[CH:31][CH:32]=1)[CH2:20][N:21]1[CH2:25][C@H:24]2[C@@H:26]([NH:29][C:35]([CH:36]3[CH2:41][CH2:40][CH2:39][CH2:38][CH2:37]3)=[O:13])[CH2:27][CH2:28][C@H:23]2[CH2:22]1, predict the reactants needed to synthesize it. The reactants are: C1(C2(C(O)=[O:13])CCCC2)C=CC=CC=1.[F:15][C:16]([F:34])([F:33])[C:17]1[CH:18]=[C:19]([CH:30]=[CH:31][CH:32]=1)[CH2:20][N:21]1[CH2:25][C@H:24]2[C@@H:26]([NH2:29])[CH2:27][CH2:28][C@H:23]2[CH2:22]1.[CH2:35](N1C[C@H]2C(N)CC[C@H]2C1)[C:36]1[CH:41]=[CH:40][CH:39]=[CH:38][CH:37]=1. (4) Given the product [Cl:22][C:23]1[CH:28]=[CH:27][C:26]([C:29]([F:34])([F:33])[C:30]([NH:2][CH2:3][C:4]2[CH:5]=[C:6]3[C:10](=[CH:11][CH:12]=2)[C:9](=[O:13])[N:8]([CH:14]2[CH2:19][CH2:18][C:17](=[O:20])[NH:16][C:15]2=[O:21])[CH2:7]3)=[O:31])=[C:25]([O:35][C:36]([F:37])([F:38])[F:39])[CH:24]=1, predict the reactants needed to synthesize it. The reactants are: Cl.[NH2:2][CH2:3][C:4]1[CH:5]=[C:6]2[C:10](=[CH:11][CH:12]=1)[C:9](=[O:13])[N:8]([CH:14]1[CH2:19][CH2:18][C:17](=[O:20])[NH:16][C:15]1=[O:21])[CH2:7]2.[Cl:22][C:23]1[CH:28]=[CH:27][C:26]([C:29]([F:34])([F:33])[C:30](O)=[O:31])=[C:25]([O:35][C:36]([F:39])([F:38])[F:37])[CH:24]=1.C(N(CC)C(C)C)(C)C.F[P-](F)(F)(F)(F)F.CN(C(N(C)C)=[N+]1C2C(=NC=CC=2)[N+]([O-])=N1)C. (5) Given the product [F:1][C:2]1[CH:3]=[CH:4][C:5]([C:8]#[C:9][C:10]([N:12]([CH3:13])[C:22](=[O:23])[O:24][C:25]([CH3:26])([CH3:27])[CH3:28])=[O:11])=[CH:6][CH:7]=1, predict the reactants needed to synthesize it. The reactants are: [F:1][C:2]1[CH:7]=[CH:6][C:5]([C:8]#[C:9][C:10]([NH:12][CH3:13])=[O:11])=[CH:4][CH:3]=1.[C:22](O[C:22]([O:24][C:25]([CH3:28])([CH3:27])[CH3:26])=[O:23])([O:24][C:25]([CH3:28])([CH3:27])[CH3:26])=[O:23].CN(C1C=CC=CN=1)C. (6) Given the product [Br:1][CH2:2][C:3]1[CH:11]=[CH:10][C:6]([C:7]([O:9][C:12]([CH3:15])([CH3:14])[CH3:13])=[O:8])=[CH:5][CH:4]=1, predict the reactants needed to synthesize it. The reactants are: [Br:1][CH2:2][C:3]1[CH:11]=[CH:10][C:6]([C:7]([OH:9])=[O:8])=[CH:5][CH:4]=1.[C:12](OC(=N)C(Cl)(Cl)Cl)([CH3:15])([CH3:14])[CH3:13].B(F)(F)F.CCOCC.C([O-])(O)=O.[Na+]. (7) Given the product [N+:66]([C:69]1[CH:70]=[CH:71][CH:72]=[CH:73][C:74]=1[C:13]1([C:18]2[NH:22][C:21]3[CH:29]=[CH:30][C:31]([C:40]([OH:41])=[O:39])=[CH:32][C:20]=3[N:19]=2)[CH:12]=[CH:11][C:10]2[N:9]=[CH:8][CH:17]=[CH:16][C:15]=2[CH2:14]1)([O-:68])=[O:67], predict the reactants needed to synthesize it. The reactants are: BrC1C=CC(O)=C([C:8]2[CH:17]=[CH:16][C:15]3[C:10](=[CH:11][CH:12]=[C:13]([C:18]4[N:22](C5CCCCC5)[C:21]5[CH:29]=[CH:30][C:31](C(O)=O)=[CH:32][C:20]=5[N:19]=4)[CH:14]=3)[N:9]=2)C=1.C([O:39][C:40](C1C=CC2N(C3CCCCC3)C(C3C=CC(N)=C(C=O)C=3)=NC=2C=1)=[O:41])C.[N+:66]([C:69]1[CH:74]=[CH:73][CH:72]=[CH:71][C:70]=1C(=O)C)([O-:68])=[O:67].[OH-].[K+].